From a dataset of Forward reaction prediction with 1.9M reactions from USPTO patents (1976-2016). Predict the product of the given reaction. (1) The product is: [ClH:1].[CH2:2]([C:6]1[CH:7]=[C:8]2[N:13]([C:14]=1[C:15]([C:17]1[CH:18]=[CH:19][C:20]([CH:23]3[CH2:28][CH2:27][NH:26][CH2:25][CH2:24]3)=[CH:21][CH:22]=1)=[O:16])[CH:12]=[CH:11][C:10]([C:36]([N:37]([CH:38]([CH3:39])[CH3:40])[CH2:41][C:42]([O:44][CH3:45])=[O:43])=[O:46])=[CH:9]2)[CH2:3][CH2:4][CH3:5]. Given the reactants [ClH:1].[CH2:2]([C:6]1[CH:7]=[C:8]2[N:13]([C:14]=1[C:15]([C:17]1[CH:22]=[CH:21][C:20]([CH:23]3[CH2:28][CH2:27][N:26](C(OC(C)(C)C)=O)[CH2:25][CH2:24]3)=[CH:19][CH:18]=1)=[O:16])[CH:12]=[CH:11][C:10]([C:36](=[O:46])[N:37]([CH2:41][C:42]([O:44][CH3:45])=[O:43])[CH:38]([CH3:40])[CH3:39])=[CH:9]2)[CH2:3][CH2:4][CH3:5], predict the reaction product. (2) The product is: [F:1][C:2]1[CH:3]=[N:4][C:5]2[C:10]([C:11]=1[CH2:12][CH2:13][N:14]1[CH2:19][CH2:18][O:17][C@@H:16]([CH2:20][NH:21][CH2:42][C:40]3[CH:39]=[CH:38][C:35]4[O:36][CH2:37][C:32](=[O:31])[NH:33][C:34]=4[N:41]=3)[CH2:15]1)=[N:9][C:8]([O:22][CH3:23])=[CH:7][CH:6]=2. Given the reactants [F:1][C:2]1[CH:3]=[N:4][C:5]2[C:10]([C:11]=1[CH2:12][CH2:13][N:14]1[CH2:19][CH2:18][O:17][CH:16]([CH2:20][NH2:21])[CH2:15]1)=[N:9][C:8]([O:22][CH3:23])=[CH:7][CH:6]=2.[O-]S([O-])(=O)=O.[Na+].[Na+].[O:31]=[C:32]1[CH2:37][O:36][C:35]2[CH:38]=[CH:39][C:40]([CH:42]=O)=[N:41][C:34]=2[NH:33]1, predict the reaction product. (3) Given the reactants C(O[C:6]([N:8](C)[C@H:9]([C:11]([NH:13][C@@H:14]([CH:30]1[CH2:35][CH2:34][CH2:33][CH2:32][CH2:31]1)[C:15]([N:17]1[C@H:22]([C:23](OC)=[O:24])[CH2:21][N:20]2[CH2:27][CH2:28][CH2:29][C@@H:19]2[CH2:18]1)=[O:16])=[O:12])[CH3:10])=O)(C)(C)C.O.[OH-].[Li+].[ClH:40].[NH2:41][C@H:42]1[C:51]2[C:46](=[CH:47][CH:48]=[CH:49][CH:50]=2)[C:45](=[O:52])[CH2:44][CH2:43]1.Cl.N=C=N.ON1C2C=CC=CC=2N=N1.C(N(C(C)C)C(C)C)C.C(OCC)(=O)C.Cl, predict the reaction product. The product is: [ClH:40].[ClH:40].[CH:30]1([C@H:14]([NH:13][C:11](=[O:12])[C@H:9]([CH3:10])[NH:8][CH3:6])[C:15]([N:17]2[C@H:22]([C:23]([NH:41][C@H:42]3[C:51]4[C:46](=[CH:47][CH:48]=[CH:49][CH:50]=4)[C:45](=[O:52])[CH2:44][CH2:43]3)=[O:24])[CH2:21][N:20]3[CH2:27][CH2:28][CH2:29][C@@H:19]3[CH2:18]2)=[O:16])[CH2:35][CH2:34][CH2:33][CH2:32][CH2:31]1. (4) Given the reactants [OH:1][C:2]1[CH:7]=[CH:6][C:5]([CH:8]([CH2:14][CH:15]([CH3:17])[CH3:16])[C:9]([O:11][CH2:12][CH3:13])=[O:10])=[CH:4][CH:3]=1.[Br:18]Br.O.C(=O)([O-])[O-].[Na+].[Na+], predict the reaction product. The product is: [Br:18][C:7]1[CH:6]=[C:5]([CH:8]([CH2:14][CH:15]([CH3:16])[CH3:17])[C:9]([O:11][CH2:12][CH3:13])=[O:10])[CH:4]=[CH:3][C:2]=1[OH:1].